This data is from Forward reaction prediction with 1.9M reactions from USPTO patents (1976-2016). The task is: Predict the product of the given reaction. (1) Given the reactants Br[C:2]1[CH:10]=[C:9]2[C:5]([C:6]([CH3:13])([CH3:12])[C:7](=[O:11])[NH:8]2)=[CH:4][CH:3]=1.[N:14]1[CH:19]=[C:18](B(O)O)[CH:17]=[N:16][CH:15]=1, predict the reaction product. The product is: [CH3:12][C:6]1([CH3:13])[C:5]2[C:9](=[CH:10][C:2]([C:18]3[CH:19]=[N:14][CH:15]=[N:16][CH:17]=3)=[CH:3][CH:4]=2)[NH:8][C:7]1=[O:11]. (2) Given the reactants [CH:1]1([NH:4][C:5](=[O:45])[C@@H:6]([OH:44])[C@@H:7]([NH:11][C:12]([C@@H:14]2[CH2:18][C@@H:17]([O:19][C:20]3[C:29]4[C:24](=[CH:25][C:26]([O:30][CH3:31])=[CH:27][CH:28]=4)[N:23]=[C:22]([N:32]4[CH:36]=[CH:35][CH:34]=[N:33]4)[CH:21]=3)[CH2:16][N:15]2C(OC(C)(C)C)=O)=[O:13])[CH2:8][CH2:9][CH3:10])[CH2:3][CH2:2]1.[ClH:46].COC(C)(C)C, predict the reaction product. The product is: [Cl-:46].[CH:1]1([NH:4][C:5](=[O:45])[C@@H:6]([OH:44])[C@@H:7]([NH:11][C:12]([C@@H:14]2[CH2:18][C@@H:17]([O:19][C:20]3[C:29]4[C:24](=[CH:25][C:26]([O:30][CH3:31])=[CH:27][CH:28]=4)[N:23]=[C:22]([N:32]4[CH:36]=[CH:35][CH:34]=[N:33]4)[CH:21]=3)[CH2:16][NH2+:15]2)=[O:13])[CH2:8][CH2:9][CH3:10])[CH2:3][CH2:2]1. (3) Given the reactants [OH-].[Na+].C[O:4][C:5](=[O:29])/[CH:6]=[CH:7]/[C:8]1[CH:9]=[C:10]2[C:25](=[CH:26][CH:27]=1)[O:24][C:13]1([CH2:18][CH2:17][N:16]([C:19](=[O:23])[NH:20][CH2:21][CH3:22])[CH2:15][CH2:14]1)[CH2:12][C:11]2=[O:28], predict the reaction product. The product is: [CH2:21]([NH:20][C:19]([N:16]1[CH2:17][CH2:18][C:13]2([CH2:12][C:11](=[O:28])[C:10]3[C:25](=[CH:26][CH:27]=[C:8](/[CH:7]=[CH:6]/[C:5]([OH:29])=[O:4])[CH:9]=3)[O:24]2)[CH2:14][CH2:15]1)=[O:23])[CH3:22]. (4) The product is: [OH:16][CH2:17][C:18]1[CH:23]=[C:22]([C:2]2[N:6]([CH3:7])[CH:5]=[N:4][C:3]=2[C:8]2[CH:13]=[C:12]([C:14]#[N:15])[CH:11]=[CH:10][N:9]=2)[CH:21]=[CH:20][CH:19]=1. Given the reactants Br[C:2]1[N:6]([CH3:7])[CH:5]=[N:4][C:3]=1[C:8]1[CH:13]=[C:12]([C:14]#[N:15])[CH:11]=[CH:10][N:9]=1.[OH:16][CH2:17][C:18]1[CH:19]=[C:20](B(O)O)[CH:21]=[CH:22][CH:23]=1, predict the reaction product. (5) Given the reactants C([N:8]1[CH2:14][CH2:13][CH2:12][N:11]([C:15]2[CH:16]=[C:17]([F:42])[C:18]3[N:19](C(OC(C)(C)C)=O)[C:20]4[C:25]([S:26][C:27]=3[CH:28]=2)=[CH:24][C:23]([N:29]2[CH2:34][CH2:33][O:32][CH2:31][CH2:30]2)=[CH:22][CH:21]=4)[CH2:10][CH2:9]1)(OC(C)(C)C)=O.[Cl:43]CCl, predict the reaction product. The product is: [Cl-:43].[N:11]1([C:15]2[CH:16]=[C:17]([F:42])[C:18]3[C:27]([CH:28]=2)=[S+:26][C:25]2[C:20](=[CH:21][CH:22]=[C:23]([N:29]4[CH2:30][CH2:31][O:32][CH2:33][CH2:34]4)[CH:24]=2)[N:19]=3)[CH2:12][CH2:13][CH2:14][NH:8][CH2:9][CH2:10]1.